Predict the product of the given reaction. From a dataset of Forward reaction prediction with 1.9M reactions from USPTO patents (1976-2016). (1) Given the reactants [CH:1]1([NH:4][C:5]([C@H:7]2[CH2:11][CH2:10][CH2:9][N:8]2[C:12]2[CH:17]=[CH:16][C:15]([NH2:18])=[CH:14][CH:13]=2)=[O:6])[CH2:3][CH2:2]1.[C:19]([O:23][C:24](=[O:40])[NH:25]/[C:26](/N1C=CC=N1)=[N:27]/[C:28](=[O:34])[O:29][C:30]([CH3:33])([CH3:32])[CH3:31])([CH3:22])([CH3:21])[CH3:20], predict the reaction product. The product is: [C:30]([O:29][C:28]([NH:27]/[C:26](/[NH:18][C:15]1[CH:14]=[CH:13][C:12]([N:8]2[CH2:9][CH2:10][CH2:11][C@@H:7]2[C:5]([NH:4][CH:1]2[CH2:2][CH2:3]2)=[O:6])=[CH:17][CH:16]=1)=[N:25]/[C:24]([O:23][C:19]([CH3:22])([CH3:21])[CH3:20])=[O:40])=[O:34])([CH3:33])([CH3:32])[CH3:31]. (2) Given the reactants [CH2:1]([O:4][C:5]([NH:7][C:8]1[C:9]([F:18])=[C:10]([CH:15]=[CH:16][CH:17]=1)[C:11]([O:13]C)=O)=[O:6])[CH:2]=[CH2:3].[Li+].[CH3:20][Si]([N-][Si](C)(C)C)(C)C.[Cl-:29].[N:30]1[CH:35]=[CH:34][CH:33]=[N:32][CH:31]=1, predict the reaction product. The product is: [CH2:1]([O:4][C:5](=[O:6])[NH:7][C:8]1[CH:17]=[CH:16][CH:15]=[C:10]([C:11](=[O:13])[CH2:20][C:35]2[CH:34]=[CH:33][N:32]=[C:31]([Cl:29])[N:30]=2)[C:9]=1[F:18])[CH:2]=[CH2:3]. (3) Given the reactants [C:1]([C:4]1[C:8]2[CH:9]=[CH:10][N:11]3[C:15]([C:7]=2[N:6]([CH2:23][C:24](O)=[O:25])[N:5]=1)=C[C:13]([C:16]1[CH:21]=[CH:20][CH:19]=[C:18]([Cl:22])[CH:17]=1)=[CH:12]3)(=[O:3])[CH3:2].OC(C(F)(F)F)=O.[Br:34][C:35]1[N:40]=[C:39]([NH:41][C:42]([C@@H:44]2[CH2:48][C@@H:47]([F:49])[CH2:46][NH:45]2)=[O:43])[CH:38]=[CH:37][CH:36]=1.CC[N:52](C(C)C)C(C)C.CN(C(ON1N=NC2C=CC=NC1=2)=[N+](C)C)C.F[P-](F)(F)(F)(F)F, predict the reaction product. The product is: [C:1]([C:4]1[C:8]2[CH:9]=[CH:10][N:11]3[CH:12]=[C:13]([C:16]4[CH:21]=[CH:20][CH:19]=[C:18]([Cl:22])[CH:17]=4)[N:52]=[C:15]3[C:7]=2[N:6]([CH2:23][C:24]([N:45]2[CH2:46][C@H:47]([F:49])[CH2:48][C@H:44]2[C:42]([NH:41][C:39]2[CH:38]=[CH:37][CH:36]=[C:35]([Br:34])[N:40]=2)=[O:43])=[O:25])[N:5]=1)(=[O:3])[CH3:2]. (4) Given the reactants [NH2:1][C:2]1[CH:12]=[CH:11][C:5]2[NH:6][C:7](=[O:10])[CH2:8][O:9][C:4]=2[CH:3]=1.Cl[C:14](=[O:20])[C:15]([O:17][CH2:18][CH3:19])=[O:16], predict the reaction product. The product is: [CH2:18]([O:17][C:15](=[O:16])[C:14]([NH:1][C:2]1[CH:12]=[CH:11][C:5]2[NH:6][C:7](=[O:10])[CH2:8][O:9][C:4]=2[CH:3]=1)=[O:20])[CH3:19]. (5) Given the reactants [BH4-].[Na+].[Cl:3][CH2:4][C:5](=[O:16])[C@H:6]([NH:8][C:9](=[O:15])[O:10][C:11]([CH3:14])([CH3:13])[CH3:12])[CH3:7], predict the reaction product. The product is: [Cl:3][CH2:4][CH:5]([OH:16])[C@H:6]([NH:8][C:9](=[O:15])[O:10][C:11]([CH3:13])([CH3:12])[CH3:14])[CH3:7]. (6) The product is: [C:15]1([C@@H:21]([NH:23][C:4]2[CH2:9][CH2:8][CH2:7][CH2:6][C:5]=2[C:10]([O:12][CH2:13][CH3:14])=[O:11])[CH3:22])[CH:20]=[CH:19][CH:18]=[CH:17][CH:16]=1. Given the reactants CO.O=[C:4]1[CH2:9][CH2:8][CH2:7][CH2:6][CH:5]1[C:10]([O:12][CH2:13][CH3:14])=[O:11].[C:15]1([C@@H:21]([NH2:23])[CH3:22])[CH:20]=[CH:19][CH:18]=[CH:17][CH:16]=1, predict the reaction product. (7) Given the reactants [Br:1][C:2]1[CH:3]=[C:4]2[C:9](=[CH:10][CH:11]=1)[N:8]=[CH:7][C:6]([N+:12]([O-])=O)=[C:5]2Cl.[CH3:16][N:17]([CH3:27])[CH2:18][CH2:19][C:20]1[CH:25]=[CH:24][C:23]([NH2:26])=[CH:22][CH:21]=1.CCOC(C)=O, predict the reaction product. The product is: [Br:1][C:2]1[CH:11]=[CH:10][C:9]2[N:8]=[CH:7][C:6]3[N:12]=[C:16]([N:17]([CH3:27])[CH3:18])[N:26]([C:23]4[CH:24]=[CH:25][C:20]([CH2:19][CH2:18][N:17]([CH3:16])[CH3:27])=[CH:21][CH:22]=4)[C:5]=3[C:4]=2[CH:3]=1. (8) Given the reactants [NH2:1][C:2]1[C:7]([C:8]#[N:9])=[C:6]([C:10]2[CH:19]=[CH:18][C:13]3[O:14][CH2:15][CH2:16][O:17][C:12]=3[CH:11]=2)[C:5]([C:20]#[N:21])=[C:4]([SH:22])[N:3]=1.[CH2:23](Br)[C:24]1[CH:29]=[CH:28][CH:27]=[CH:26][CH:25]=1.C(=O)(O)[O-].[Na+].O, predict the reaction product. The product is: [NH2:1][C:2]1[C:7]([C:8]#[N:9])=[C:6]([C:10]2[CH:19]=[CH:18][C:13]3[O:14][CH2:15][CH2:16][O:17][C:12]=3[CH:11]=2)[C:5]([C:20]#[N:21])=[C:4]([S:22][CH2:23][C:24]2[CH:29]=[CH:28][CH:27]=[CH:26][CH:25]=2)[N:3]=1. (9) Given the reactants [CH2:1]([O:3][C:4]([C@@H:6]1[CH2:15][C@@H:14]2[C@@H:9]([CH2:10][CH2:11][C@@H:12]([OH:16])[CH2:13]2)[CH2:8][N:7]1[C:17]([O:19][CH3:20])=[O:18])=[O:5])[CH3:2].C(N(CC)CC)C.[CH3:28][S:29](Cl)(=[O:31])=[O:30].[Cl-].[NH4+], predict the reaction product. The product is: [CH2:1]([O:3][C:4]([C@@H:6]1[CH2:15][C@@H:14]2[C@@H:9]([CH2:10][CH2:11][C@@H:12]([O:16][S:29]([CH3:28])(=[O:31])=[O:30])[CH2:13]2)[CH2:8][N:7]1[C:17]([O:19][CH3:20])=[O:18])=[O:5])[CH3:2].